Dataset: Full USPTO retrosynthesis dataset with 1.9M reactions from patents (1976-2016). Task: Predict the reactants needed to synthesize the given product. (1) Given the product [CH3:1][C:2]1[CH:3]=[CH:4][C:5]2[CH2:11][O:10][CH2:9][CH2:8][N:7]([C:13]([O:15][C:16]([CH3:19])([CH3:18])[CH3:17])=[O:14])[C:6]=2[N:12]=1, predict the reactants needed to synthesize it. The reactants are: [CH3:1][C:2]1[CH:3]=[CH:4][C:5]2[CH2:11][O:10][CH2:9][CH2:8][NH:7][C:6]=2[N:12]=1.[C:13](O[C:13]([O:15][C:16]([CH3:19])([CH3:18])[CH3:17])=[O:14])([O:15][C:16]([CH3:19])([CH3:18])[CH3:17])=[O:14]. (2) Given the product [C:27]([C:26]([C:23]1[CH:22]=[CH:21][C:20]([CH:18]([NH:17][C:11](=[O:13])[CH2:10][N:7]2[C:6]3[C:14]([F:15])=[C:2]([F:1])[CH:3]=[CH:4][C:5]=3[N:9]=[CH:8]2)[CH3:19])=[CH:25][CH:24]=1)([CH3:30])[CH3:29])#[N:28], predict the reactants needed to synthesize it. The reactants are: [F:1][C:2]1[CH:3]=[CH:4][C:5]2[N:9]=[CH:8][N:7]([CH2:10][C:11]([OH:13])=O)[C:6]=2[C:14]=1[F:15].Cl.[NH2:17][CH:18]([C:20]1[CH:25]=[CH:24][C:23]([C:26]([CH3:30])([CH3:29])[C:27]#[N:28])=[CH:22][CH:21]=1)[CH3:19].CN(C(ON1N=NC2C=CC=NC1=2)=[N+](C)C)C.F[P-](F)(F)(F)(F)F. (3) Given the product [CH3:25][O:26][C:27](=[O:28])[C:29]1[CH:30]=[CH:31][CH:32]=[C:33]([C:2]2[CH:3]=[C:4]3[C:10]([C:11]4[CH:16]=[CH:15][CH:14]=[CH:13][C:12]=4[O:17][CH3:18])=[N:9][N:8]([CH2:19][O:20][CH2:21][CH2:22][O:23][CH3:24])[C:5]3=[N:6][CH:7]=2)[CH:34]=1, predict the reactants needed to synthesize it. The reactants are: Br[C:2]1[CH:3]=[C:4]2[C:10]([C:11]3[CH:16]=[CH:15][CH:14]=[CH:13][C:12]=3[O:17][CH3:18])=[N:9][N:8]([CH2:19][O:20][CH2:21][CH2:22][O:23][CH3:24])[C:5]2=[N:6][CH:7]=1.[CH3:25][O:26][C:27]([C:29]1[CH:30]=[C:31](B(O)O)[CH:32]=[CH:33][CH:34]=1)=[O:28].C(=O)([O-])[O-].[Na+].[Na+].C(OCC)(=O)C. (4) Given the product [CH3:35][O:36][C:37]1[CH:42]=[CH:41][CH:40]=[CH:39][C:38]=1[C:43]([N:45]=[C:46]=[S:47])=[O:44].[CH3:12][O:13][C:14]1[CH:15]=[C:16]2[C:21](=[CH:22][C:23]=1[O:24][CH3:25])[N:20]=[CH:19][CH:18]=[C:17]2[O:26][C:27]1[CH:33]=[CH:32][C:30]([NH:31][C:46]([NH:45][C:43](=[O:44])[C:38]2[CH:39]=[CH:40][CH:41]=[CH:42][C:37]=2[O:36][CH3:35])=[S:47])=[CH:29][C:28]=1[F:34], predict the reactants needed to synthesize it. The reactants are: COC1C=CC=CC=1C(Cl)=O.[CH3:12][O:13][C:14]1[CH:15]=[C:16]2[C:21](=[CH:22][C:23]=1[O:24][CH3:25])[N:20]=[CH:19][CH:18]=[C:17]2[O:26][C:27]1[CH:33]=[CH:32][C:30]([NH2:31])=[CH:29][C:28]=1[F:34].[CH3:35][O:36][C:37]1[CH:42]=[CH:41][CH:40]=[CH:39][C:38]=1[C:43]([N:45]=[C:46]=[S:47])=[O:44]. (5) Given the product [CH3:27][S:24]([C:21]1[CH:22]=[CH:23][C:18]([C:14]2[S:13][C:12]([NH:11][C:9](=[O:10])[NH:8][CH2:7][C:6]([OH:28])=[O:5])=[N:16][C:15]=2[CH3:17])=[CH:19][CH:20]=1)(=[O:25])=[O:26], predict the reactants needed to synthesize it. The reactants are: [OH-].[Na+].C([O:5][C:6](=[O:28])[CH2:7][NH:8][C:9]([NH:11][C:12]1[S:13][C:14]([C:18]2[CH:23]=[CH:22][C:21]([S:24]([CH3:27])(=[O:26])=[O:25])=[CH:20][CH:19]=2)=[C:15]([CH3:17])[N:16]=1)=[O:10])C.